From a dataset of Full USPTO retrosynthesis dataset with 1.9M reactions from patents (1976-2016). Predict the reactants needed to synthesize the given product. (1) Given the product [N:9]1[C:10]2[CH2:11][CH2:12][CH2:13][CH:4]([NH2:1])[C:5]=2[N:6]=[CH:7][CH:8]=1, predict the reactants needed to synthesize it. The reactants are: [N:1]([CH:4]1[CH2:13][CH2:12][CH2:11][C:10]2[N:9]=[CH:8][CH:7]=[N:6][C:5]1=2)=[N+]=[N-]. (2) Given the product [C:35]1([C:28]2[C:29]3[C:34](=[CH:33][CH:32]=[CH:31][CH:30]=3)[C:25]([NH:24][C:21]3[CH:22]=[CH:23][C:18]([O:17][C:12]4[C:11]([C:4]5[CH:5]=[CH:6][N:1]=[CH:2][CH:3]=5)=[CH:16][N:15]=[CH:14][N:13]=4)=[CH:19][CH:20]=3)=[N:26][N:27]=2)[CH:36]=[CH:37][CH:38]=[CH:39][CH:40]=1, predict the reactants needed to synthesize it. The reactants are: [N:1]1[CH:6]=[CH:5][C:4](B(O)O)=[CH:3][CH:2]=1.I[C:11]1[C:12]([O:17][C:18]2[CH:23]=[CH:22][C:21]([NH:24][C:25]3[C:34]4[C:29](=[CH:30][CH:31]=[CH:32][CH:33]=4)[C:28]([C:35]4[CH:40]=[CH:39][CH:38]=[CH:37][CH:36]=4)=[N:27][N:26]=3)=[CH:20][CH:19]=2)=[N:13][CH:14]=[N:15][CH:16]=1.C(=O)([O-])[O-].[Na+].[Na+]. (3) The reactants are: [C:1]([O:5][C:6]([N:8]1[CH2:13][CH2:12][N:11]([C:14]2[N:19]=[CH:18][C:17]([C:20]3[N:24]4[N:25]=[CH:26][CH:27]=[C:28]([N:29]5[CH2:34][CH2:33][O:32][CH2:31][CH2:30]5)[C:23]4=[N:22][C:21]=3[C:35]([OH:37])=O)=[CH:16][CH:15]=2)[CH2:10][CH2:9]1)=[O:7])([CH3:4])([CH3:3])[CH3:2].C(Cl)(=O)C(Cl)=O.CCN(C(C)C)C(C)C.[NH2:53][C:54]1[CH:63]=[CH:62][C:61]2[C:56](=[CH:57][CH:58]=[CH:59][CH:60]=2)[N:55]=1. Given the product [O:32]1[CH2:31][CH2:30][N:29]([C:28]2[C:23]3[N:24]([C:20]([C:17]4[CH:16]=[CH:15][C:14]([N:11]5[CH2:10][CH2:9][N:8]([C:6]([O:5][C:1]([CH3:3])([CH3:2])[CH3:4])=[O:7])[CH2:13][CH2:12]5)=[N:19][CH:18]=4)=[C:21]([C:35](=[O:37])[NH:53][C:54]4[CH:63]=[CH:62][C:61]5[C:56](=[CH:57][CH:58]=[CH:59][CH:60]=5)[N:55]=4)[N:22]=3)[N:25]=[CH:26][CH:27]=2)[CH2:34][CH2:33]1, predict the reactants needed to synthesize it. (4) Given the product [Br:2][C:3]1[CH:4]=[CH:5][C:6]([O:7][CH2:8][CH:9]2[CH2:10][CH2:11][N:12]([CH2:21][C:19]([OH:20])([CH2:22][CH3:23])[CH2:17][CH3:18])[CH2:13][CH2:14]2)=[CH:15][CH:16]=1, predict the reactants needed to synthesize it. The reactants are: Cl.[Br:2][C:3]1[CH:16]=[CH:15][C:6]([O:7][CH2:8][CH:9]2[CH2:14][CH2:13][NH:12][CH2:11][CH2:10]2)=[CH:5][CH:4]=1.[CH2:17]([C:19]1([CH2:22][CH3:23])[CH2:21][O:20]1)[CH3:18].C([O-])([O-])=O.[K+].[K+].O. (5) Given the product [NH2:1][C:4]1[CH:21]=[CH:20][C:7]2[N:8]=[C:9]([NH:11][C:12](=[O:19])[C:13]3[CH:18]=[CH:17][CH:16]=[CH:15][CH:14]=3)[S:10][C:6]=2[CH:5]=1, predict the reactants needed to synthesize it. The reactants are: [N+:1]([C:4]1[CH:21]=[CH:20][C:7]2[N:8]=[C:9]([NH:11][C:12](=[O:19])[C:13]3[CH:18]=[CH:17][CH:16]=[CH:15][CH:14]=3)[S:10][C:6]=2[CH:5]=1)([O-])=O.[Sn].[OH-].[Na+]. (6) Given the product [F:14][CH:2]([F:1])[C:3]1[C:7]([C:8]([OH:10])=[O:9])=[CH:6][N:5]([CH3:13])[N:4]=1, predict the reactants needed to synthesize it. The reactants are: [F:1][CH:2]([F:14])[C:3]1[C:7]([C:8]([O:10]CC)=[O:9])=[CH:6][N:5]([CH3:13])[N:4]=1.[OH-].[Na+].Cl.